From a dataset of Forward reaction prediction with 1.9M reactions from USPTO patents (1976-2016). Predict the product of the given reaction. (1) Given the reactants [O:1]=[C:2]1[N:8]([CH:9]2[CH2:14][CH2:13][N:12]([C:15]([O:17][C@H:18]([CH2:35][C:36]3[CH:41]=[C:40]([CH3:42])[C:39]([O:43]CC4C=CC=CC=4)=[C:38]([CH3:51])[CH:37]=3)[C:19]([N:21]3[CH2:26][CH2:25][N:24]([CH:27]4[CH2:32][CH2:31][S:30](=[O:34])(=[O:33])[CH2:29][CH2:28]4)[CH2:23][CH2:22]3)=[O:20])=[O:16])[CH2:11][CH2:10]2)[CH2:7][CH2:6][C:5]2[CH:52]=[CH:53][CH:54]=[CH:55][C:4]=2[NH:3]1.[H][H], predict the reaction product. The product is: [O:1]=[C:2]1[N:8]([CH:9]2[CH2:14][CH2:13][N:12]([C:15]([O:17][C@H:18]([CH2:35][C:36]3[CH:37]=[C:38]([CH3:51])[C:39]([OH:43])=[C:40]([CH3:42])[CH:41]=3)[C:19]([N:21]3[CH2:26][CH2:25][N:24]([CH:27]4[CH2:28][CH2:29][S:30](=[O:33])(=[O:34])[CH2:31][CH2:32]4)[CH2:23][CH2:22]3)=[O:20])=[O:16])[CH2:11][CH2:10]2)[CH2:7][CH2:6][C:5]2[CH:52]=[CH:53][CH:54]=[CH:55][C:4]=2[NH:3]1. (2) Given the reactants [H-].[Na+].[OH:3][C:4]([CH3:9])([CH3:8])[C:5]([OH:7])=[O:6].[CH2:10](Br)[C:11]1[CH:16]=[CH:15][CH:14]=[CH:13][CH:12]=1, predict the reaction product. The product is: [CH2:10]([O:3][C:4]([CH3:9])([CH3:8])[C:5]([O:7][CH2:10][C:11]1[CH:16]=[CH:15][CH:14]=[CH:13][CH:12]=1)=[O:6])[C:11]1[CH:16]=[CH:15][CH:14]=[CH:13][CH:12]=1. (3) The product is: [F:1][C:2]1[CH:11]=[C:10]([F:12])[CH:9]=[C:8]2[C:3]=1[C:4]([NH:20][C:21]1[CH:22]=[N:23][CH:24]=[C:25]([N:27]3[CH2:32][CH2:31][O:30][CH2:29][CH2:28]3)[CH:26]=1)=[C:5]([CH3:19])[C:6]([N:13]1[CH2:14][CH2:15][N:16]([C:38]([C:34]3[NH:33][CH:37]=[CH:36][N:35]=3)=[O:39])[CH2:17][CH2:18]1)=[N:7]2. Given the reactants [F:1][C:2]1[CH:11]=[C:10]([F:12])[CH:9]=[C:8]2[C:3]=1[C:4]([NH:20][C:21]1[CH:22]=[N:23][CH:24]=[C:25]([N:27]3[CH2:32][CH2:31][O:30][CH2:29][CH2:28]3)[CH:26]=1)=[C:5]([CH3:19])[C:6]([N:13]1[CH2:18][CH2:17][NH:16][CH2:15][CH2:14]1)=[N:7]2.[NH:33]1[CH:37]=[CH:36][N:35]=[C:34]1[C:38](O)=[O:39], predict the reaction product.